From a dataset of Forward reaction prediction with 1.9M reactions from USPTO patents (1976-2016). Predict the product of the given reaction. Given the reactants [OH:1][CH2:2][C:3]([O:5][CH2:6][CH3:7])=[O:4].C1(C)C=CC(S(O)(=O)=O)=CC=1.[O:19]1[CH:24]=[CH:23][CH2:22][CH2:21][CH2:20]1, predict the reaction product. The product is: [O:19]1[CH2:24][CH2:23][CH2:22][CH2:21][CH:20]1[O:1][CH2:2][C:3]([O:5][CH2:6][CH3:7])=[O:4].